From a dataset of Catalyst prediction with 721,799 reactions and 888 catalyst types from USPTO. Predict which catalyst facilitates the given reaction. (1) Reactant: [Cl:1][C:2]1[CH:7]=[CH:6][C:5]([S:8]([N:11]([C:15]2[C:16]([C:22]([C:24]3[C:25]([CH3:31])=[N:26][CH:27]=[CH:28][C:29]=3[CH3:30])=[O:23])=[N:17][CH:18]=[C:19]([Cl:21])[CH:20]=2)COC)(=[O:10])=[O:9])=[CH:4][C:3]=1[C:32]([F:35])([F:34])[F:33].O. Product: [Cl:1][C:2]1[CH:7]=[CH:6][C:5]([S:8]([NH:11][C:15]2[C:16]([C:22]([C:24]3[C:25]([CH3:31])=[N:26][CH:27]=[CH:28][C:29]=3[CH3:30])=[O:23])=[N:17][CH:18]=[C:19]([Cl:21])[CH:20]=2)(=[O:9])=[O:10])=[CH:4][C:3]=1[C:32]([F:35])([F:33])[F:34]. The catalyst class is: 89. (2) Reactant: [N:1]12[CH2:8][CH2:7][CH:4]([CH2:5][CH2:6]1)[CH:3]([O:9][C:10]1[CH:15]=[CH:14][C:13]([S:16][C:17]3[CH:22]=[CH:21][C:20]([OH:23])=[CH:19][CH:18]=3)=[CH:12][CH:11]=1)[CH2:2]2.[ClH:24].O1CCOCC1. Product: [ClH:24].[N:1]12[CH2:8][CH2:7][CH:4]([CH2:5][CH2:6]1)[CH:3]([O:9][C:10]1[CH:11]=[CH:12][C:13]([S:16][C:17]3[CH:22]=[CH:21][C:20]([OH:23])=[CH:19][CH:18]=3)=[CH:14][CH:15]=1)[CH2:2]2. The catalyst class is: 13. (3) Reactant: [CH3:1][C:2]1[CH:7]=[C:6]([C:8]2[CH:13]=[CH:12][CH:11]=[C:10]([C:14]([F:17])([F:16])[F:15])[CH:9]=2)[N:5]=[C:4](OS(C(F)(F)F)(=O)=O)[C:3]=1[C:26]([N:28]1[CH2:33][CH2:32][CH:31]([N:34]2[CH2:38][CH2:37][CH2:36][CH2:35]2)[CH2:30][CH2:29]1)=[O:27].C1(P(C2C=CC=CC=2)C2C=CC3C(=CC=CC=3)C=2C2C3C(=CC=CC=3)C=CC=2P(C2C=CC=CC=2)C2C=CC=CC=2)C=CC=CC=1.[CH3:85][O:86][C:87]1[CH:94]=[CH:93][C:90]([CH2:91][NH2:92])=[CH:89][CH:88]=1. Product: [CH3:85][O:86][C:87]1[CH:94]=[CH:93][C:90]([CH2:91][NH:92][C:4]2[C:3]([C:26]([N:28]3[CH2:29][CH2:30][CH:31]([N:34]4[CH2:38][CH2:37][CH2:36][CH2:35]4)[CH2:32][CH2:33]3)=[O:27])=[C:2]([CH3:1])[CH:7]=[C:6]([C:8]3[CH:13]=[CH:12][CH:11]=[C:10]([C:14]([F:17])([F:16])[F:15])[CH:9]=3)[N:5]=2)=[CH:89][CH:88]=1. The catalyst class is: 167. (4) Reactant: CC1(C)C2C(=C[C:8]([C:12](=[O:14])C)=CC=2)C(=O)CC1.[CH3:17][C:18]1([CH3:32])[C:27]2[C:22](=[CH:23][CH:24]=[C:25]([C:28](=[O:30])[CH3:29])[CH:26]=2)[C:21](=[O:31])[CH2:20][CH2:19]1.C(O)CO.O.C1(C)C=CC(S(O)(=O)=O)=CC=1. Product: [CH3:29][C:28]1([C:25]2[CH:26]=[C:27]3[C:22](=[CH:23][CH:24]=2)[C:21](=[O:31])[CH2:20][CH2:19][C:18]3([CH3:32])[CH3:17])[O:14][CH2:12][CH2:8][O:30]1. The catalyst class is: 48. (5) Reactant: [NH:1]1[CH:5]=[C:4]([C:6]2[CH:11]=[C:10]([C:12]#[N:13])[CH:9]=[CH:8][N:7]=2)[N:3]=[CH:2]1.[H-].[Na+].Br[CH2:17][CH2:18][CH3:19]. Product: [CH2:17]([N:1]1[CH:5]=[C:4]([C:6]2[CH:11]=[C:10]([C:12]#[N:13])[CH:9]=[CH:8][N:7]=2)[N:3]=[CH:2]1)[CH2:18][CH3:19]. The catalyst class is: 3. (6) Reactant: [NH2:1][C:2]1[C:7]([C:8]2[CH:13]=[CH:12][C:11]([OH:14])=[CH:10][CH:9]=2)=[N:6][C:5](Br)=[CH:4][N:3]=1.[N:16]1([C:22]([C:24]2[CH:29]=[CH:28][C:27](B(O)O)=[CH:26][CH:25]=2)=[O:23])[CH2:21][CH2:20][O:19][CH2:18][CH2:17]1.C([O-])([O-])=O.[Na+].[Na+]. Product: [NH2:1][C:2]1[C:7]([C:8]2[CH:13]=[CH:12][C:11]([OH:14])=[CH:10][CH:9]=2)=[N:6][C:5]([C:27]2[CH:26]=[CH:25][C:24]([C:22]([N:16]3[CH2:21][CH2:20][O:19][CH2:18][CH2:17]3)=[O:23])=[CH:29][CH:28]=2)=[CH:4][N:3]=1. The catalyst class is: 104.